From a dataset of Forward reaction prediction with 1.9M reactions from USPTO patents (1976-2016). Predict the product of the given reaction. (1) The product is: [NH2:24]/[C:23](=[N:27]\[OH:28])/[C:21]1[CH:20]=[CH:19][C:18]2[N:14]([CH:11]3[CH2:10][CH2:9][N:8]([C:6]([O:5][C:1]([CH3:4])([CH3:2])[CH3:3])=[O:7])[CH2:13][CH2:12]3)[C:15](=[O:25])[NH:16][C:17]=2[CH:22]=1. Given the reactants [C:1]([O:5][C:6]([N:8]1[CH2:13][CH2:12][CH:11]([N:14]2[C:18]3[CH:19]=[CH:20][C:21]([C:23]#[N:24])=[CH:22][C:17]=3[NH:16][C:15]2=[O:25])[CH2:10][CH2:9]1)=[O:7])([CH3:4])([CH3:3])[CH3:2].Cl.[NH2:27][OH:28], predict the reaction product. (2) Given the reactants [C:1]([O:4][C@H:5]1[CH2:22][C@@H:21]([O:23][C:24](=[O:26])[CH3:25])[C@@:20]2([CH3:27])[C:7](=[CH:8][C:9](=[N:28][OH:29])[C@@H:10]3[C@@H:19]2[CH2:18][CH2:17][C@@:15]2([CH3:16])[C@H:11]3[CH2:12][CH2:13][CH2:14]2)[CH2:6]1)(=[O:3])[CH3:2].C(=O)([O-])[O-].[K+].[K+].Br[CH2:37][CH2:38][CH2:39][Cl:40].O, predict the reaction product. The product is: [C:1]([O:4][C@H:5]1[CH2:22][C@@H:21]([O:23][C:24](=[O:26])[CH3:25])[C@@:20]2([CH3:27])[C:7](=[CH:8][C:9](=[N:28][O:29][CH2:37][CH2:38][CH2:39][Cl:40])[C@@H:10]3[C@@H:19]2[CH2:18][CH2:17][C@@:15]2([CH3:16])[C@H:11]3[CH2:12][CH2:13][CH2:14]2)[CH2:6]1)(=[O:3])[CH3:2]. (3) Given the reactants Br[C:2]1[CH:29]=[CH:28][C:5]([C:6]([N:8]2[CH2:13][CH2:12][N:11]([S:14]([C:17]3[CH:26]=[CH:25][C:24]4[C:19](=[CH:20][CH:21]=[C:22]([Cl:27])[CH:23]=4)[CH:18]=3)(=[O:16])=[O:15])[CH2:10][CH2:9]2)=[O:7])=[C:4]([C:30]([O:32][C:33]([CH3:36])([CH3:35])[CH3:34])=[O:31])[CH:3]=1.C(B(CC)[C:40]1[CH:45]=[CH:44][N:43]=[CH:42][CH:41]=1)C, predict the reaction product. The product is: [ClH:27].[C:33]([O:32][C:30]([C:4]1[CH:3]=[C:2]([C:40]2[CH:45]=[CH:44][N:43]=[CH:42][CH:41]=2)[CH:29]=[CH:28][C:5]=1[C:6]([N:8]1[CH2:9][CH2:10][N:11]([S:14]([C:17]2[CH:26]=[CH:25][C:24]3[C:19](=[CH:20][CH:21]=[C:22]([Cl:27])[CH:23]=3)[CH:18]=2)(=[O:16])=[O:15])[CH2:12][CH2:13]1)=[O:7])=[O:31])([CH3:36])([CH3:34])[CH3:35]. (4) Given the reactants C[O:2][C:3](=[O:30])[CH2:4][NH:5][C:6](=[O:29])[C@@H:7]1[CH2:11][CH2:10][CH2:9][N:8]1[C:12](=[O:28])[C@H:13]([CH:25]([CH3:27])[CH3:26])[NH:14][C:15]([O:17][CH2:18][C:19]1[CH:24]=[CH:23][CH:22]=[CH:21][CH:20]=1)=[O:16].[Li+].[OH-].Cl, predict the reaction product. The product is: [C:15]([NH:14][C@H:13]([C:12]([N:8]1[CH2:9][CH2:10][CH2:11][C@H:7]1[C:6]([NH:5][CH2:4][C:3]([OH:30])=[O:2])=[O:29])=[O:28])[CH:25]([CH3:27])[CH3:26])([O:17][CH2:18][C:19]1[CH:20]=[CH:21][CH:22]=[CH:23][CH:24]=1)=[O:16]. (5) Given the reactants [O:1]=[C:2]1[NH:6][C:5]2[CH:7]=[C:8]([C:11]#N)[CH:9]=[CH:10][C:4]=2[O:3]1.C(O)=[O:14], predict the reaction product. The product is: [O:1]=[C:2]1[NH:6][C:5]2[CH:7]=[C:8]([CH:11]=[O:14])[CH:9]=[CH:10][C:4]=2[O:3]1. (6) Given the reactants [CH3:1][N:2]1[C:6]2[CH:7]=[CH:8][C:9]([C:11]([NH:13][CH2:14][C:15](O)=[O:16])=[O:12])=[CH:10][C:5]=2[N:4]=[C:3]1[NH:18][C:19]1[S:20][C:21]2[CH:27]=[C:26]([O:28][C:29]([F:32])([F:31])[F:30])[CH:25]=[CH:24][C:22]=2[N:23]=1.[CH2:33]([NH:35][CH2:36][CH3:37])[CH3:34].CN(C(ON1N=NC2C=CC=CC1=2)=[N+](C)C)C.F[P-](F)(F)(F)(F)F.CCN(C(C)C)C(C)C, predict the reaction product. The product is: [CH2:33]([N:35]([CH2:36][CH3:37])[C:15]([CH2:14][NH:13][C:11]([C:9]1[CH:8]=[CH:7][C:6]2[N:2]([CH3:1])[C:3]([NH:18][C:19]3[S:20][C:21]4[CH:27]=[C:26]([O:28][C:29]([F:30])([F:32])[F:31])[CH:25]=[CH:24][C:22]=4[N:23]=3)=[N:4][C:5]=2[CH:10]=1)=[O:12])=[O:16])[CH3:34]. (7) Given the reactants [CH3:1][N:2]1[CH2:7][CH2:6][NH:5][CH2:4][CH2:3]1.[O:8]1[C:16]2[C:11](=[CH:12][CH:13]=[CH:14][CH:15]=2)[CH2:10][C:9]1=[O:17], predict the reaction product. The product is: [OH:8][C:16]1[CH:15]=[CH:14][CH:13]=[CH:12][C:11]=1[CH2:10][C:9]([N:5]1[CH2:6][CH2:7][N:2]([CH3:1])[CH2:3][CH2:4]1)=[O:17].